From a dataset of Peptide-MHC class I binding affinity with 185,985 pairs from IEDB/IMGT. Regression. Given a peptide amino acid sequence and an MHC pseudo amino acid sequence, predict their binding affinity value. This is MHC class I binding data. (1) The peptide sequence is HPRVSSEVHI. The MHC is HLA-B15:01 with pseudo-sequence HLA-B15:01. The binding affinity (normalized) is 0.00417. (2) The peptide sequence is SNFTSTTVK. The MHC is HLA-A68:02 with pseudo-sequence HLA-A68:02. The binding affinity (normalized) is 0. (3) The peptide sequence is ELRRTLKEV. The MHC is HLA-A02:01 with pseudo-sequence HLA-A02:01. The binding affinity (normalized) is 0. (4) The peptide sequence is IAVLYCVHQR. The MHC is HLA-B08:01 with pseudo-sequence HLA-B08:01. The binding affinity (normalized) is 0.0847.